Predict the product of the given reaction. From a dataset of Forward reaction prediction with 1.9M reactions from USPTO patents (1976-2016). Given the reactants [F:1][C:2]([F:18])([F:17])[C:3]1[CH:8]=[CH:7][N:6]=[C:5]([N:9]2[C@@H:16]3[C@@H:11]([CH2:12][CH2:13][NH:14][CH2:15]3)[CH2:10]2)[N:4]=1.CC1C=C(C)N=C(N2[C@@H]3[C@@H](CCNC3)C2)N=1.[F:35][C:36]1[CH:44]=[CH:43][CH:42]=[C:41]([N:45]2[N:49]=[CH:48][CH:47]=[N:46]2)[C:37]=1[C:38](O)=[O:39].S1C=CC=C1C1C=CC=CC=1C(O)=O, predict the reaction product. The product is: [F:35][C:36]1[CH:44]=[CH:43][CH:42]=[C:41]([N:45]2[N:49]=[CH:48][CH:47]=[N:46]2)[C:37]=1[C:38]([N:14]1[CH2:13][CH2:12][C@@H:11]2[C@@H:16]([N:9]([C:5]3[N:4]=[C:3]([C:2]([F:1])([F:17])[F:18])[CH:8]=[CH:7][N:6]=3)[CH2:10]2)[CH2:15]1)=[O:39].